From a dataset of CYP1A2 inhibition data for predicting drug metabolism from PubChem BioAssay. Regression/Classification. Given a drug SMILES string, predict its absorption, distribution, metabolism, or excretion properties. Task type varies by dataset: regression for continuous measurements (e.g., permeability, clearance, half-life) or binary classification for categorical outcomes (e.g., BBB penetration, CYP inhibition). Dataset: cyp1a2_veith. (1) The drug is Clc1ccccc1-c1nc(-c2ccncc2)no1. The result is 1 (inhibitor). (2) The compound is CCn1c(SCC(=O)c2ccc3ccccc3c2)nnc1-c1cccs1. The result is 1 (inhibitor).